This data is from Reaction yield outcomes from USPTO patents with 853,638 reactions. The task is: Predict the reaction yield, written as a fraction of the theoretical maximum amount of product (1.0 means a 100% yield; for example, 0.34 means a 34% yield). The reactants are [S:1]1[CH:5]=[CH:4][N:3]=[C:2]1[CH:6]([O:13][C:14]1[CH:15]=[CH:16][C:17]([CH2:23][CH2:24][C:25]2[CH:30]=[CH:29][C:28]([F:31])=[CH:27][CH:26]=2)=[C:18]([CH:22]=1)[C:19](O)=[O:20])[CH2:7][N:8]1[CH:12]=[CH:11][N:10]=[CH:9]1.[NH2:32][C@@H:33]([CH2:41][CH2:42][S:43]([CH3:46])(=[O:45])=[O:44])[C:34]([O:36][C:37]([CH3:40])([CH3:39])[CH3:38])=[O:35]. No catalyst specified. The product is [S:1]1[CH:5]=[CH:4][N:3]=[C:2]1[CH:6]([O:13][C:14]1[CH:15]=[CH:16][C:17]([CH2:23][CH2:24][C:25]2[CH:26]=[CH:27][C:28]([F:31])=[CH:29][CH:30]=2)=[C:18]([CH:22]=1)[C:19]([NH:32][C@@H:33]([CH2:41][CH2:42][S:43]([CH3:46])(=[O:45])=[O:44])[C:34]([O:36][C:37]([CH3:39])([CH3:40])[CH3:38])=[O:35])=[O:20])[CH2:7][N:8]1[CH:12]=[CH:11][N:10]=[CH:9]1. The yield is 0.750.